Dataset: Catalyst prediction with 721,799 reactions and 888 catalyst types from USPTO. Task: Predict which catalyst facilitates the given reaction. (1) Reactant: O.[NH2:2][NH2:3].[I:4][C:5]1[CH:6]=[C:7]([CH:12]=[CH:13][C:14]=1[CH3:15])[C:8](OC)=[O:9]. Product: [I:4][C:5]1[CH:6]=[C:7]([CH:12]=[CH:13][C:14]=1[CH3:15])[C:8]([NH:2][NH2:3])=[O:9]. The catalyst class is: 8. (2) Product: [Cl:30][C:31]1[CH:38]=[CH:37][C:34]([CH2:35][NH:36][C:6](=[O:22])[NH:7][CH2:8][C:9]2[CH:14]=[CH:13][C:12]([NH:15][S:16]([CH3:19])(=[O:17])=[O:18])=[C:11]([CH:20]=[CH2:21])[CH:10]=2)=[CH:33][CH:32]=1. Reactant: C(O[C:6](=[O:22])[NH:7][CH2:8][C:9]1[CH:14]=[CH:13][C:12]([NH:15][S:16]([CH3:19])(=[O:18])=[O:17])=[C:11]([CH:20]=[CH2:21])[CH:10]=1)(C)(C)C.C(N(CC)CC)C.[Cl:30][C:31]1[CH:38]=[CH:37][C:34]([CH2:35][NH2:36])=[CH:33][CH:32]=1. The catalyst class is: 10. (3) Reactant: [CH2:1]([C:8]1[C:13](=[O:14])[C:12]([I:15])=[C:11]([CH3:16])[NH:10][C:9]=1[CH3:17])[CH2:2][CH2:3][CH2:4][CH2:5][CH2:6][CH3:7].[H-].[Na+].[H][H].[CH2:22](Cl)[C:23]1[CH:28]=[CH:27][CH:26]=[CH:25][CH:24]=1. Product: [CH2:22]([O:14][C:13]1[C:12]([I:15])=[C:11]([CH3:16])[N:10]=[C:9]([CH3:17])[C:8]=1[CH2:1][CH2:2][CH2:3][CH2:4][CH2:5][CH2:6][CH3:7])[C:23]1[CH:28]=[CH:27][CH:26]=[CH:25][CH:24]=1. The catalyst class is: 18.